This data is from Full USPTO retrosynthesis dataset with 1.9M reactions from patents (1976-2016). The task is: Predict the reactants needed to synthesize the given product. (1) Given the product [F:6][C:7]1[CH:8]=[C:9]2[C:10](=[CH:11][CH:12]=1)[N:13]=[C:2]([CH3:5])[CH:3]=[N:14]2, predict the reactants needed to synthesize it. The reactants are: O=[C:2]([CH3:5])[CH:3]=O.[F:6][C:7]1[CH:8]=[C:9]([NH2:14])[C:10]([NH2:13])=[CH:11][CH:12]=1. (2) Given the product [C:27]1([C:30]2[CH:31]=[CH:32][CH:33]=[CH:34][CH:35]=2)[CH:26]=[CH:25][C:24]([C:20]2[O:21][C:22]([CH3:23])=[C:18]([CH2:17][CH2:16][O:15][C:12]3[CH:13]=[CH:14][C:9]([O:8][C:5]([CH3:7])([CH3:6])[C:4]([OH:37])=[O:3])=[C:10]([CH3:36])[CH:11]=3)[N:19]=2)=[CH:29][CH:28]=1, predict the reactants needed to synthesize it. The reactants are: C([O:3][C:4](=[O:37])[C:5]([O:8][C:9]1[CH:14]=[CH:13][C:12]([O:15][CH2:16][CH2:17][C:18]2[N:19]=[C:20]([C:24]3[CH:29]=[CH:28][C:27]([C:30]4[CH:35]=[CH:34][CH:33]=[CH:32][CH:31]=4)=[CH:26][CH:25]=3)[O:21][C:22]=2[CH3:23])=[CH:11][C:10]=1[CH3:36])([CH3:7])[CH3:6])C.[OH-].[Na+]. (3) Given the product [CH3:1][O:2][C:3](=[O:23])[C:4]1[CH:9]=[CH:8][C:7]([O:10][CH2:11][CH2:12][CH2:13][CH:14]2[CH2:15][CH2:16][N:17]([C:20]3[O:24][N:25]=[C:26]([CH2:27][O:28][CH3:29])[N:21]=3)[CH2:18][CH2:19]2)=[CH:6][C:5]=1[CH3:22], predict the reactants needed to synthesize it. The reactants are: [CH3:1][O:2][C:3](=[O:23])[C:4]1[CH:9]=[CH:8][C:7]([O:10][CH2:11][CH2:12][CH2:13][CH:14]2[CH2:19][CH2:18][N:17]([C:20]#[N:21])[CH2:16][CH2:15]2)=[CH:6][C:5]=1[CH3:22].[OH:24][NH:25][C:26](=N)[CH2:27][O:28][CH3:29]. (4) The reactants are: [N+:1]([C:4]1[CH:9]=[CH:8][C:7]([CH2:10][CH2:11][C:12]([C:14]2[CH:19]=[CH:18][CH:17]=[CH:16][CH:15]=2)=[O:13])=[CH:6][CH:5]=1)([O-:3])=[O:2].[Br-:20]. Given the product [Br:20][CH:11]([CH2:10][C:7]1[CH:6]=[CH:5][C:4]([N+:1]([O-:3])=[O:2])=[CH:9][CH:8]=1)[C:12]([C:14]1[CH:15]=[CH:16][CH:17]=[CH:18][CH:19]=1)=[O:13], predict the reactants needed to synthesize it. (5) The reactants are: [CH3:1][C:2]1[N:7]=[C:6]([C:8]([O:10]C)=[O:9])[CH:5]=[CH:4][C:3]=1[O:12][CH2:13][CH2:14][O:15][C:16]([F:19])([F:18])[F:17].[OH-].[Na+].Cl. Given the product [CH3:1][C:2]1[N:7]=[C:6]([C:8]([OH:10])=[O:9])[CH:5]=[CH:4][C:3]=1[O:12][CH2:13][CH2:14][O:15][C:16]([F:18])([F:17])[F:19], predict the reactants needed to synthesize it. (6) Given the product [CH2:14]([C:17]1[CH:18]=[C:19]([CH:21]=[CH:22][C:23]=1[CH3:24])[NH:20][CH2:12][CH2:11][CH2:10][C:7]1[CH:8]=[CH:9][C:4]([CH2:1][CH:2]=[CH2:3])=[CH:5][CH:6]=1)[CH:15]=[CH2:16], predict the reactants needed to synthesize it. The reactants are: [CH2:1]([C:4]1[CH:9]=[CH:8][C:7]([CH2:10][CH2:11][CH2:12]Br)=[CH:6][CH:5]=1)[CH:2]=[CH2:3].[CH2:14]([C:17]1[CH:18]=[C:19]([CH:21]=[CH:22][C:23]=1[CH3:24])[NH2:20])[CH:15]=[CH2:16].CCN(C(C)C)C(C)C. (7) Given the product [F:1][C:2]1[CH:17]=[C:16]([CH2:18][NH:26][CH2:25][CH2:24][C:23]2[CH:22]=[C:21]([CH3:20])[CH:29]=[CH:28][CH:27]=2)[CH:15]=[CH:14][C:3]=1[O:4][C:5]1[CH:6]=[CH:7][C:8]([C:11]([NH2:13])=[O:12])=[N:9][CH:10]=1, predict the reactants needed to synthesize it. The reactants are: [F:1][C:2]1[CH:17]=[C:16]([CH:18]=O)[CH:15]=[CH:14][C:3]=1[O:4][C:5]1[CH:6]=[CH:7][C:8]([C:11]([NH2:13])=[O:12])=[N:9][CH:10]=1.[CH3:20][C:21]1[CH:22]=[C:23]([CH:27]=[CH:28][CH:29]=1)[CH2:24][CH2:25][NH2:26]. (8) Given the product [C:1]([C:5]1[C:9]([CH2:10][CH2:11][CH2:12][O:13][C:22]2[C:27]([CH3:28])=[CH:26][CH:25]=[CH:24][C:23]=2[CH2:29][C:30]([OH:32])=[O:31])=[CH:8][N:7]([C:14]2[CH:19]=[CH:18][C:17]([Cl:20])=[CH:16][N:15]=2)[N:6]=1)([CH3:4])([CH3:2])[CH3:3], predict the reactants needed to synthesize it. The reactants are: [C:1]([C:5]1[C:9]([CH2:10][CH2:11][CH2:12][OH:13])=[CH:8][N:7]([C:14]2[CH:19]=[CH:18][C:17]([Cl:20])=[CH:16][N:15]=2)[N:6]=1)([CH3:4])([CH3:3])[CH3:2].O[C:22]1[C:27]([CH3:28])=[CH:26][CH:25]=[CH:24][C:23]=1[CH2:29][C:30]([O:32]C)=[O:31].C(P(CCCC)CCCC)CCC.N(C(N1CCCCC1)=O)=NC(N1CCCCC1)=O. (9) Given the product [Cl:8][C:6]1[N:5]=[C:4]([CH3:9])[N:3]=[C:2]([NH:17][CH2:16][C:15]2[CH:18]=[CH:19][C:12]([O:11][CH3:10])=[CH:13][CH:14]=2)[CH:7]=1, predict the reactants needed to synthesize it. The reactants are: Cl[C:2]1[CH:7]=[C:6]([Cl:8])[N:5]=[C:4]([CH3:9])[N:3]=1.[CH3:10][O:11][C:12]1[CH:19]=[CH:18][C:15]([CH2:16][NH2:17])=[CH:14][CH:13]=1.C(N(CC)CC)C. (10) Given the product [F:1][C:2]1[C:3]([I:33])=[C:4]([F:22])[C:5]2[N:6]([C:8]([C:11]([NH:14][C:15](=[O:21])[O:16][C:17]([CH3:20])([CH3:19])[CH3:18])([CH3:13])[CH3:12])=[N:9][N:10]=2)[CH:7]=1, predict the reactants needed to synthesize it. The reactants are: [F:1][C:2]1[CH:3]=[C:4]([F:22])[C:5]2[N:6]([C:8]([C:11]([NH:14][C:15](=[O:21])[O:16][C:17]([CH3:20])([CH3:19])[CH3:18])([CH3:13])[CH3:12])=[N:9][N:10]=2)[CH:7]=1.[Li+].C[Si]([N-][Si](C)(C)C)(C)C.[I:33]I.